From a dataset of Full USPTO retrosynthesis dataset with 1.9M reactions from patents (1976-2016). Predict the reactants needed to synthesize the given product. The reactants are: [Cl-].[Al+3].[Cl-].[Cl-].[C:5]([O:8][CH2:9][C:10](Cl)=[O:11])(=[O:7])[CH3:6].[OH:13][C:14]1[CH:19]=[C:18]([OH:20])[CH:17]=[CH:16][C:15]=1[C:21](=[O:24])[CH:22]=[CH2:23].O. Given the product [C:5]([O:8][CH2:9][C:10]([C:17]1[CH:16]=[C:15]([C:21](=[O:24])[CH:22]=[CH2:23])[C:14]([OH:13])=[CH:19][C:18]=1[OH:20])=[O:11])(=[O:7])[CH3:6], predict the reactants needed to synthesize it.